This data is from Catalyst prediction with 721,799 reactions and 888 catalyst types from USPTO. The task is: Predict which catalyst facilitates the given reaction. (1) Reactant: C([BH3-])#N.[Na+].[Si:5]([O:12][C:13]1[CH:18]=[CH:17][C:16]([C:19]2[C:24]([CH3:25])=[CH:23][CH:22]=[CH:21][C:20]=2[CH3:26])=[CH:15][C:14]=1[CH2:27][O:28][C:29]1[CH:37]=[CH:36][C:32]([CH:33]=[N:34][OH:35])=[CH:31][CH:30]=1)([C:8]([CH3:11])([CH3:10])[CH3:9])([CH3:7])[CH3:6].O1CCOCC1.Cl. Product: [Si:5]([O:12][C:13]1[CH:18]=[CH:17][C:16]([C:19]2[C:20]([CH3:26])=[CH:21][CH:22]=[CH:23][C:24]=2[CH3:25])=[CH:15][C:14]=1[CH2:27][O:28][C:29]1[CH:37]=[CH:36][C:32]([CH2:33][NH:34][OH:35])=[CH:31][CH:30]=1)([C:8]([CH3:11])([CH3:10])[CH3:9])([CH3:7])[CH3:6]. The catalyst class is: 92. (2) Reactant: [Cl:1][C:2]1[C:3]([O:8][C@H:9]([CH3:14])[C:10]([F:13])([F:12])[F:11])=[N:4][CH:5]=[CH:6][CH:7]=1.[CH3:15][C:16]1([CH3:32])[C:20]([CH3:22])([CH3:21])[O:19][B:18]([B:18]2[O:19][C:20]([CH3:22])([CH3:21])[C:16]([CH3:32])([CH3:15])[O:17]2)[O:17]1.C(C1C=CN=C(C2C=C(C(C)(C)C)C=CN=2)C=1)(C)(C)C.N#N. Product: [Cl:1][C:2]1[C:3]([O:8][C@H:9]([CH3:14])[C:10]([F:12])([F:13])[F:11])=[N:4][CH:5]=[C:6]([B:18]2[O:19][C:20]([CH3:22])([CH3:21])[C:16]([CH3:32])([CH3:15])[O:17]2)[CH:7]=1. The catalyst class is: 237. (3) Reactant: C(OC([N:8]1[CH2:12][CH2:11][CH2:10][C@@H:9]1[CH2:13][O:14][C:15]1[CH:20]=[CH:19][C:18]([C:21](=[O:28])[C:22]2[CH:27]=[CH:26][CH:25]=[CH:24][CH:23]=2)=[CH:17][CH:16]=1)=O)(C)(C)C.Cl. Product: [C:22]1([C:21]([C:18]2[CH:19]=[CH:20][C:15]([O:14][CH2:13][C@H:9]3[CH2:10][CH2:11][CH2:12][NH:8]3)=[CH:16][CH:17]=2)=[O:28])[CH:23]=[CH:24][CH:25]=[CH:26][CH:27]=1. The catalyst class is: 12. (4) Reactant: Br[C:2]1[N:7]=[C:6]2[C:8]([C:30]([NH:32][C:33]([CH3:44])([CH3:43])[CH2:34][O:35][Si:36]([C:39]([CH3:42])([CH3:41])[CH3:40])([CH3:38])[CH3:37])=[O:31])=[CH:9][N:10]([C:11]([C:24]3[CH:29]=[CH:28][CH:27]=[CH:26][CH:25]=3)([C:18]3[CH:23]=[CH:22][CH:21]=[CH:20][CH:19]=3)[C:12]3[CH:17]=[CH:16][CH:15]=[CH:14][CH:13]=3)[C:5]2=[N:4][CH:3]=1.[CH3:45][C:46]1[CH:54]=[C:53]2[C:49]([C:50]([Sn](CCCC)(CCCC)CCCC)=[N:51][NH:52]2)=[CH:48][CH:47]=1. Product: [Si:36]([O:35][CH2:34][C:33]([NH:32][C:30]([C:8]1[C:6]2=[N:7][C:2]([C:50]3[C:49]4[C:53](=[CH:54][C:46]([CH3:45])=[CH:47][CH:48]=4)[NH:52][N:51]=3)=[CH:3][N:4]=[C:5]2[N:10]([C:11]([C:18]2[CH:23]=[CH:22][CH:21]=[CH:20][CH:19]=2)([C:12]2[CH:17]=[CH:16][CH:15]=[CH:14][CH:13]=2)[C:24]2[CH:25]=[CH:26][CH:27]=[CH:28][CH:29]=2)[CH:9]=1)=[O:31])([CH3:43])[CH3:44])([C:39]([CH3:40])([CH3:42])[CH3:41])([CH3:38])[CH3:37]. The catalyst class is: 441. (5) Reactant: [C:1]1([C:7]2[O:8][C:9]([C:30]([F:33])([F:32])[F:31])=[C:10]([C:12]([NH:14][C:15]3[CH:16]=[CH:17][C:18]([N:21]4[CH2:26][CH2:25][CH:24]([C:27](O)=[O:28])[CH2:23][CH2:22]4)=[N:19][CH:20]=3)=[O:13])[N:11]=2)[CH:6]=[CH:5][CH:4]=[CH:3][CH:2]=1.[CH3:34][S:35]([NH2:38])(=[O:37])=[O:36].CCN=C=NCCCN(C)C. Product: [CH3:34][S:35]([NH:38][C:27]([CH:24]1[CH2:25][CH2:26][N:21]([C:18]2[CH:17]=[CH:16][C:15]([NH:14][C:12]([C:10]3[N:11]=[C:7]([C:1]4[CH:2]=[CH:3][CH:4]=[CH:5][CH:6]=4)[O:8][C:9]=3[C:30]([F:33])([F:31])[F:32])=[O:13])=[CH:20][N:19]=2)[CH2:22][CH2:23]1)=[O:28])(=[O:37])=[O:36]. The catalyst class is: 172. (6) Reactant: C[N:2]([CH:4]=[N:5][C:6]([CH:8]([CH2:36][CH2:37][C:38]([F:41])([CH3:40])[CH3:39])[CH2:9][CH:10]([O:32][C:33](=[O:35])[CH3:34])[CH:11]([NH:19][C:20]([C:22]1[CH:31]=[N:30][C:29]2[C:24](=[CH:25][CH:26]=[CH:27][CH:28]=2)[N:23]=1)=[O:21])[CH2:12][C:13]1[CH:18]=[CH:17][CH:16]=[CH:15][CH:14]=1)=O)C.[NH2:42]N.C(=O)(O)[O-].[Na+]. Product: [F:41][C:38]([CH3:39])([CH3:40])[CH2:37][CH2:36][CH:8]([C:6]1[NH:5][CH:4]=[N:2][N:42]=1)[CH2:9][CH:10]([O:32][C:33](=[O:35])[CH3:34])[CH:11]([NH:19][C:20]([C:22]1[CH:31]=[N:30][C:29]2[C:24](=[CH:25][CH:26]=[CH:27][CH:28]=2)[N:23]=1)=[O:21])[CH2:12][C:13]1[CH:18]=[CH:17][CH:16]=[CH:15][CH:14]=1. The catalyst class is: 342.